Dataset: Peptide-MHC class II binding affinity with 134,281 pairs from IEDB. Task: Regression. Given a peptide amino acid sequence and an MHC pseudo amino acid sequence, predict their binding affinity value. This is MHC class II binding data. (1) The peptide sequence is KKDMQSEAQLALTIISL. The MHC is DRB1_0404 with pseudo-sequence DRB1_0404. The binding affinity (normalized) is 0.573. (2) The peptide sequence is GLALLSEAVLRGQAL. The MHC is DRB1_0101 with pseudo-sequence DRB1_0101. The binding affinity (normalized) is 0.592. (3) The peptide sequence is FFGQNTAAIAATEAQ. The MHC is HLA-DQA10102-DQB10502 with pseudo-sequence HLA-DQA10102-DQB10502. The binding affinity (normalized) is 0.461.